This data is from Catalyst prediction with 721,799 reactions and 888 catalyst types from USPTO. The task is: Predict which catalyst facilitates the given reaction. (1) Reactant: [N:1]1([CH2:6][CH2:7][OH:8])[CH2:5][CH2:4][CH2:3][CH2:2]1.[Na].Cl[C:11]1[CH:20]=[CH:19][C:18]([N+:21]([O-:23])=[O:22])=[CH:17][C:12]=1[C:13]([O:15][CH3:16])=[O:14]. Product: [CH3:16][O:15][C:13]([C:12]1[CH:17]=[C:18]([N+:21]([O-:23])=[O:22])[CH:19]=[CH:20][C:11]=1[O:8][CH2:7][CH2:6][N:1]1[CH2:5][CH2:4][CH2:3][CH2:2]1)=[O:14]. The catalyst class is: 308. (2) Reactant: [CH3:1][O:2][C:3]1[CH:11]=[C:10]2[C:6]([CH2:7]/[C:8](=[CH:13]\[C:14]3[CH:15]=[N:16][C:17]([C:20]([F:23])([F:22])[F:21])=[CH:18][CH:19]=3)/[C:9]2=[O:12])=[CH:5][C:4]=1[N:24]1[CH2:29][CH2:28][O:27][CH2:26][CH2:25]1. Product: [CH3:1][O:2][C:3]1[CH:11]=[C:10]2[C:6]([CH2:7][CH:8]([CH2:13][C:14]3[CH:15]=[N:16][C:17]([C:20]([F:22])([F:23])[F:21])=[CH:18][CH:19]=3)[C:9]2=[O:12])=[CH:5][C:4]=1[N:24]1[CH2:25][CH2:26][O:27][CH2:28][CH2:29]1. The catalyst class is: 19. (3) Reactant: [CH:1]([C:3]1[S:7][C:6]([C:8]([CH3:12])([CH3:11])[C:9]#[N:10])=[CH:5][CH:4]=1)=[O:2].C([OH:17])(C)(C)C.CC(=CC)C.[O-]Cl=O.[Na+]. Product: [C:9]([C:8]([C:6]1[S:7][C:3]([C:1]([OH:17])=[O:2])=[CH:4][CH:5]=1)([CH3:12])[CH3:11])#[N:10]. The catalyst class is: 6. (4) Reactant: [CH3:1][O:2][C:3]([C:5]1[CH:10]=[CH:9][C:8]([C:11]2[C:12]([CH3:43])([CH3:42])[C@H:13]3[C@:26]([CH3:29])([CH2:27][CH:28]=2)[C@@H:25]2[C@:16]([CH3:41])([C@@:17]4([CH3:40])[C@H:22]([CH2:23][CH2:24]2)[C@H:21]2[C@H:30]([C:33]5([CH3:36])[CH2:35][CH2:34]5)[CH2:31]C[C@]2(C(O)=O)[CH2:19][CH2:18]4)[CH2:15][CH2:14]3)=[CH:7][CH:6]=1)=[O:4].C([N:46]([CH2:49]C)[CH2:47][CH3:48])C.C1(P(N=[N+]=[N-])(C2C=CC=CC=2)=[O:58])C=CC=CC=1. Product: [N:46]([C@:47]12[CH2:48][CH2:31][C@@H:30]([C:33]3([CH3:36])[CH2:34][CH2:35]3)[C@@H:21]1[C@@H:22]1[C@@:17]([CH3:40])([CH2:18][CH2:19]2)[C@@:16]2([CH3:41])[C@@H:25]([C@:26]3([CH3:29])[C@@H:13]([CH2:14][CH2:15]2)[C:12]([CH3:42])([CH3:43])[C:11]([C:8]2[CH:7]=[CH:6][C:5]([C:3]([O:2][CH3:1])=[O:4])=[CH:10][CH:9]=2)=[CH:28][CH2:27]3)[CH2:24][CH2:23]1)=[C:49]=[O:58]. The catalyst class is: 225.